This data is from Full USPTO retrosynthesis dataset with 1.9M reactions from patents (1976-2016). The task is: Predict the reactants needed to synthesize the given product. (1) Given the product [C:22]([O:21][C:19]([NH:1][CH:2]([C:6]([CH3:11])([CH3:10])[CH2:7][O:8][CH3:9])[C:3]([OH:5])=[O:4])=[O:20])([CH3:25])([CH3:24])[CH3:23], predict the reactants needed to synthesize it. The reactants are: [NH2:1][CH:2]([C:6]([CH3:11])([CH3:10])[CH2:7][O:8][CH3:9])[C:3]([OH:5])=[O:4].C(N(CC)CC)C.[C:19](O[C:19]([O:21][C:22]([CH3:25])([CH3:24])[CH3:23])=[O:20])([O:21][C:22]([CH3:25])([CH3:24])[CH3:23])=[O:20]. (2) Given the product [F:1][C:2]1[CH:7]=[C:6]([CH3:8])[CH:5]=[C:4]([F:9])[C:3]=1[CH:18]=[O:19], predict the reactants needed to synthesize it. The reactants are: [F:1][C:2]1[CH:7]=[C:6]([CH3:8])[CH:5]=[C:4]([F:9])[CH:3]=1.[Li]CCCC.CN([CH:18]=[O:19])C.S(=O)(=O)(O)O. (3) Given the product [CH:1]([N:14]1[CH2:17][CH:16]([O:18][CH:23]([C:24]2[CH:25]=[CH:26][C:27]([F:30])=[CH:28][CH:29]=2)[C:22]2[CH:32]=[CH:33][CH:34]=[CH:35][C:21]=2[C:20]([F:37])([F:36])[F:19])[CH2:15]1)([C:8]1[CH:13]=[CH:12][CH:11]=[CH:10][CH:9]=1)[C:2]1[CH:3]=[CH:4][CH:5]=[CH:6][CH:7]=1, predict the reactants needed to synthesize it. The reactants are: [CH:1]([N:14]1[CH2:17][CH:16]([OH:18])[CH2:15]1)([C:8]1[CH:13]=[CH:12][CH:11]=[CH:10][CH:9]=1)[C:2]1[CH:7]=[CH:6][CH:5]=[CH:4][CH:3]=1.[F:19][C:20]([F:37])([F:36])[C:21]1[CH:35]=[CH:34][CH:33]=[CH:32][C:22]=1[CH:23](O)[C:24]1[CH:29]=[CH:28][C:27]([F:30])=[CH:26][CH:25]=1.C(N1CC(OC(C2C=CC(Cl)=CC=2)C2C=CC(Cl)=CC=2Cl)C1)(C1C=CC=CC=1)C1C=CC=CC=1. (4) Given the product [CH3:1][O:2][C:3]1[C:4]2[N:5]([N:15]=[CH:16][C:17]=2[C:18](=[O:40])[CH2:19][CH:20]2[CH2:23][N:22]([C:33](=[O:34])[C:32]([F:37])([F:36])[F:31])[CH2:21]2)[CH:6]=[C:7]([C:9]2[CH:10]=[N:11][N:12]([CH3:14])[CH:13]=2)[CH:8]=1, predict the reactants needed to synthesize it. The reactants are: [CH3:1][O:2][C:3]1[C:4]2[N:5]([N:15]=[CH:16][C:17]=2[C:18]#[C:19][CH:20]2[CH2:23][N:22](C(OC(C)(C)C)=O)[CH2:21]2)[CH:6]=[C:7]([C:9]2[CH:10]=[N:11][N:12]([CH3:14])[CH:13]=2)[CH:8]=1.[F:31][C:32]([F:37])([F:36])[C:33](O)=[O:34].C(OCC)(=[O:40])C. (5) Given the product [C:1]([O:5][C:6]([C:8]1[CH:9]=[CH:10][C:11]([CH2:14][C:15]([OH:17])=[O:16])=[CH:12][CH:13]=1)=[O:7])([CH3:4])([CH3:2])[CH3:3], predict the reactants needed to synthesize it. The reactants are: [C:1]([O:5][C:6]([C:8]1[CH:13]=[CH:12][C:11]([CH:14](C(OC)=O)[C:15]([O:17]C)=[O:16])=[CH:10][CH:9]=1)=[O:7])([CH3:4])([CH3:3])[CH3:2].[OH-].[Na+]. (6) Given the product [F:24][C:21]1[CH:20]=[CH:19][C:18]([C@H:7]2[CH2:6][C@H:5]([OH:4])[CH2:10][CH2:9][N:8]2[C:11]([O:13][C:14]([CH3:17])([CH3:16])[CH3:15])=[O:12])=[CH:23][CH:22]=1, predict the reactants needed to synthesize it. The reactants are: C([O:4][C@@H:5]1[CH2:10][CH2:9][N:8]([C:11]([O:13][C:14]([CH3:17])([CH3:16])[CH3:15])=[O:12])[C@@H:7]([C:18]2[CH:23]=[CH:22][C:21]([F:24])=[CH:20][CH:19]=2)[CH2:6]1)(=O)C.C(=O)([O-])[O-].[K+].[K+]. (7) Given the product [N+:1]([C:14]1[CH:13]=[CH:12][C:11]2[N:10]3[C:6](=[O:5])[O:7][C@@H:8]([CH2:18][NH:19][C:20](=[O:22])[CH3:21])[C@@H:9]3[CH2:17][C:16]=2[CH:15]=1)([O-:4])=[O:2], predict the reactants needed to synthesize it. The reactants are: [N+:1]([O-:4])(O)=[O:2].[O:5]=[C:6]1[N:10]2[C:11]3[CH:12]=[CH:13][CH:14]=[CH:15][C:16]=3[CH2:17][C@H:9]2[C@H:8]([CH2:18][NH:19][C:20](=[O:22])[CH3:21])[O:7]1.